Dataset: Reaction yield outcomes from USPTO patents with 853,638 reactions. Task: Predict the reaction yield, written as a fraction of the theoretical maximum amount of product (1.0 means a 100% yield; for example, 0.34 means a 34% yield). (1) The reactants are [Cl:1][C:2]1[C:7]([C:8]2[C:19](=[O:20])[N:18]([CH3:21])[C:11]3[N:12]=[C:13](SC)[N:14]=[CH:15][C:10]=3[CH:9]=2)=[CH:6][C:5]([NH:22][C:23]([NH:25][C:26]2[O:30][N:29]=[C:28]([C:31]([F:34])([F:33])[F:32])[CH:27]=2)=[O:24])=[C:4]([F:35])[CH:3]=1.[CH3:36][NH2:37]. The catalyst is C1COCC1. The product is [Cl:1][C:2]1[C:7]([C:8]2[C:19](=[O:20])[N:18]([CH3:21])[C:11]3[N:12]=[C:13]([NH:37][CH3:36])[N:14]=[CH:15][C:10]=3[CH:9]=2)=[CH:6][C:5]([NH:22][C:23]([NH:25][C:26]2[O:30][N:29]=[C:28]([C:31]([F:34])([F:33])[F:32])[CH:27]=2)=[O:24])=[C:4]([F:35])[CH:3]=1. The yield is 0.210. (2) The yield is 0.760. The catalyst is C(Cl)(Cl)Cl. The reactants are C1C=C(Cl)C=C(C(OO)=[O:9])C=1.[CH:12]1[C:20]2[C:19]3[CH:21]=[CH:22][CH:23]=[CH:24][C:18]=3[S:17][C:16]=2[CH:15]=[CH:14][CH:13]=1.C(O)C. The product is [CH:12]1[C:20]2[C:19]3[CH:21]=[CH:22][CH:23]=[CH:24][C:18]=3[S:17](=[O:9])[C:16]=2[CH:15]=[CH:14][CH:13]=1. (3) The reactants are [Na].F[C:3]1[CH:8]=[C:7]([C:9]2[C:10]([C:21]3[O:22][CH:23]=[CH:24][CH:25]=3)=[N:11][C:12]([NH2:20])=[N:13][C:14]=2[C:15]2[O:16][CH:17]=[CH:18][CH:19]=2)[CH:6]=[CH:5][N:4]=1. The catalyst is C(O)CCC. The product is [CH2:15]([O:16][C:3]1[CH:8]=[C:7]([C:9]2[C:10]([C:21]3[O:22][CH:23]=[CH:24][CH:25]=3)=[N:11][C:12]([NH2:20])=[N:13][C:14]=2[C:15]2[O:16][CH:17]=[CH:18][CH:19]=2)[CH:6]=[CH:5][N:4]=1)[CH2:14][CH2:9][CH3:7]. The yield is 0.540. (4) The reactants are [CH3:1][O-:2].[Na+].[Br:4][C:5]1[C:9]2[N:10]=[CH:11][N:12]=[C:13](Cl)[C:8]=2[S:7][CH:6]=1. The catalyst is O1CCOCC1. The product is [Br:4][C:5]1[C:9]2[N:10]=[CH:11][N:12]=[C:13]([O:2][CH3:1])[C:8]=2[S:7][CH:6]=1. The yield is 0.940. (5) The reactants are [O:1]1[C:9]2[CH:8]=[CH:7][N:6]=[C:5](/[CH:10]=[CH:11]/[C:12]([NH2:14])=[O:13])[C:4]=2[CH:3]=[CH:2]1. The catalyst is C(O)(=O)C.[C].[Pd]. The product is [O:1]1[C:9]2[CH:8]=[CH:7][N:6]=[C:5]([CH2:10][CH2:11][C:12]([NH2:14])=[O:13])[C:4]=2[CH2:3][CH2:2]1. The yield is 0.410. (6) The reactants are O1[C:5]2([CH2:10][CH2:9][CH:8]([N:11]3[C:16](=[O:17])[C:15]([CH2:18][C:19]4[CH:24]=[CH:23][C:22]([C:25]5[C:26]([C:31]#[N:32])=[CH:27][CH:28]=[CH:29][CH:30]=5)=[CH:21][CH:20]=4)=[C:14]([CH2:33][CH2:34][CH3:35])[N:13]4[N:36]=[CH:37][CH:38]=[C:12]34)[CH2:7][CH2:6]2)[O:4]CC1.Cl.[OH-].[Na+]. The catalyst is O1CCCC1.C(OCC)(=O)C. The product is [OH:4][C@H:5]1[CH2:6][CH2:7][C@H:8]([N:11]2[C:16](=[O:17])[C:15]([CH2:18][C:19]3[CH:24]=[CH:23][C:22]([C:25]4[C:26]([C:31]#[N:32])=[CH:27][CH:28]=[CH:29][CH:30]=4)=[CH:21][CH:20]=3)=[C:14]([CH2:33][CH2:34][CH3:35])[N:13]3[N:36]=[CH:37][CH:38]=[C:12]23)[CH2:9][CH2:10]1. The yield is 0.730.